Dataset: Catalyst prediction with 721,799 reactions and 888 catalyst types from USPTO. Task: Predict which catalyst facilitates the given reaction. (1) Reactant: C[O:2][C:3](=[O:30])[CH2:4][O:5][C:6]1[CH:15]=[CH:14][C:13]([Cl:16])=[C:12]2[C:7]=1[C:8]([O:26][CH:27]([F:29])[F:28])=[C:9]([CH2:18][C:19]1[CH:24]=[CH:23][C:22]([F:25])=[CH:21][CH:20]=1)[C:10]([CH3:17])=[N:11]2.C[O:32][C:33](=[O:60])[CH2:34][O:35][C:36]1[CH:45]=[CH:44][C:43]([Cl:46])=[C:42]2[C:37]=1[C:38]([CH3:59])=[C:39]([CH2:51][C:52]1[CH:57]=[CH:56][C:55]([F:58])=[CH:54][CH:53]=1)[C:40]([O:47][CH:48]([F:50])[F:49])=[N:41]2.[OH-].[Li+].Cl. Product: [Cl:16][C:13]1[CH:14]=[CH:15][C:6]([O:5][CH2:4][C:3]([OH:30])=[O:2])=[C:7]2[C:12]=1[N:11]=[C:10]([CH3:17])[C:9]([CH2:18][C:19]1[CH:20]=[CH:21][C:22]([F:25])=[CH:23][CH:24]=1)=[C:8]2[O:26][CH:27]([F:29])[F:28].[Cl:46][C:43]1[CH:44]=[CH:45][C:36]([O:35][CH2:34][C:33]([OH:60])=[O:32])=[C:37]2[C:42]=1[N:41]=[C:40]([O:47][CH:48]([F:49])[F:50])[C:39]([CH2:51][C:52]1[CH:53]=[CH:54][C:55]([F:58])=[CH:56][CH:57]=1)=[C:38]2[CH3:59]. The catalyst class is: 72. (2) Reactant: [CH3:1][C:2]1[C:7]2[C:8]([CH2:11][N:12]3[C:16]4[CH:17]=[CH:18][CH:19]=[CH:20][C:15]=4[N:14]=[C:13]3[S:21][CH2:22][CH2:23][CH2:24][C:25]([OH:27])=[O:26])=[CH:9][S:10][C:6]=2[CH:5]=[CH:4][CH:3]=1.[S:28](=[O:32])(=[O:31])([OH:30])[OH:29]. Product: [S:28]([OH:32])([OH:31])(=[O:30])=[O:29].[CH3:1][C:2]1[C:7]2[C:8]([CH2:11][N:12]3[C:16]4[CH:17]=[CH:18][CH:19]=[CH:20][C:15]=4[N:14]=[C:13]3[S:21][CH2:22][CH2:23][CH2:24][C:25]([OH:27])=[O:26])=[CH:9][S:10][C:6]=2[CH:5]=[CH:4][CH:3]=1. The catalyst class is: 15. (3) Reactant: [CH3:1][C:2]1[CH:3]=[C:4]([C:18]([O:20][CH3:21])=[O:19])[C:5]([C:8]2[CH:13]=[CH:12][CH:11]=[C:10]([C:14]([O:16][CH3:17])=[O:15])[CH:9]=2)=[CH:6][CH:7]=1.C1C(=O)N([Br:29])C(=O)C1. Product: [Br:29][CH2:1][C:2]1[CH:3]=[C:4]([C:18]([O:20][CH3:21])=[O:19])[C:5]([C:8]2[CH:13]=[CH:12][CH:11]=[C:10]([C:14]([O:16][CH3:17])=[O:15])[CH:9]=2)=[CH:6][CH:7]=1. The catalyst class is: 340. (4) Reactant: [F:1][C:2]1[CH:7]=[CH:6][C:5]([N:8]2[C:16]3[C:11](=[CH:12][C:13]([C:17]#[C:18][CH2:19][OH:20])=[CH:14][CH:15]=3)[CH:10]=[CH:9]2)=[CH:4][CH:3]=1. Product: [F:1][C:2]1[CH:7]=[CH:6][C:5]([N:8]2[C:16]3[C:11](=[CH:12][C:13]([CH2:17][CH2:18][CH2:19][OH:20])=[CH:14][CH:15]=3)[CH:10]=[CH:9]2)=[CH:4][CH:3]=1. The catalyst class is: 458.